Dataset: Forward reaction prediction with 1.9M reactions from USPTO patents (1976-2016). Task: Predict the product of the given reaction. (1) Given the reactants [F:1][C:2]1[CH:3]=[C:4]([NH:25][C:26]([C:28]2[C:29](=[O:41])[N:30]([C:34]3[CH:39]=[CH:38][C:37]([F:40])=[CH:36][CH:35]=3)[N:31]=[CH:32][CH:33]=2)=[O:27])[CH:5]=[CH:6][C:7]=1[O:8][C:9]1[CH:14]=[CH:13][N:12]=[C:11]2[CH:15]=[C:16]([CH:18]3[CH2:23][CH2:22][C:21](=O)[CH2:20][CH2:19]3)[S:17][C:10]=12.[CH3:42][NH:43][CH3:44].[BH-](OC(C)=O)(OC(C)=O)OC(C)=O.[Na+], predict the reaction product. The product is: [CH3:42][N:43]([CH3:44])[CH:21]1[CH2:20][CH2:19][CH:18]([C:16]2[S:17][C:10]3[C:11](=[N:12][CH:13]=[CH:14][C:9]=3[O:8][C:7]3[CH:6]=[CH:5][C:4]([NH:25][C:26]([C:28]4[C:29](=[O:41])[N:30]([C:34]5[CH:39]=[CH:38][C:37]([F:40])=[CH:36][CH:35]=5)[N:31]=[CH:32][CH:33]=4)=[O:27])=[CH:3][C:2]=3[F:1])[CH:15]=2)[CH2:23][CH2:22]1. (2) The product is: [Br:1][C:2]1[CH:10]=[C:9]2[C:5]([CH:6]=[C:7]([CH2:11][O:12][Si:13]([C:16]([CH3:19])([CH3:18])[CH3:17])([CH3:15])[CH3:14])[NH:8]2)=[CH:4][CH:3]=1. Given the reactants [Br:1][C:2]1[CH:10]=[C:9]2[C:5]([CH:6]=[C:7]([CH2:11][OH:12])[NH:8]2)=[CH:4][CH:3]=1.[Si:13](Cl)([C:16]([CH3:19])([CH3:18])[CH3:17])([CH3:15])[CH3:14].N1C=CN=C1, predict the reaction product. (3) Given the reactants C([O:8][CH2:9][CH:10]([NH:12][C:13]1[CH:18]=[CH:17][C:16]([C:19]2[O:23][N:22]=[C:21]([C:24]3[CH:29]=[CH:28][C:27]([O:30][CH:31]([CH3:33])[CH3:32])=[C:26]([C:34]([F:37])([F:36])[F:35])[CH:25]=3)[N:20]=2)=[CH:15][CH:14]=1)[CH3:11])C1C=CC=CC=1.B(Br)(Br)Br.CCOC(C)=O.CCCCCCC, predict the reaction product. The product is: [CH:31]([O:30][C:27]1[CH:28]=[CH:29][C:24]([C:21]2[N:20]=[C:19]([C:16]3[CH:15]=[CH:14][C:13]([NH:12][CH:10]([CH3:11])[CH2:9][OH:8])=[CH:18][CH:17]=3)[O:23][N:22]=2)=[CH:25][C:26]=1[C:34]([F:35])([F:36])[F:37])([CH3:32])[CH3:33]. (4) Given the reactants [O:1]1[CH2:6][CH2:5][CH2:4][CH2:3][CH:2]1[O:7][NH:8][C:9]([CH2:11][CH2:12][CH2:13][CH2:14][CH2:15][CH2:16][NH:17][C:18]([C:20]1[NH:21][C:22]2[C:27]([CH:28]=1)=[CH:26][C:25]([CH2:29][CH2:30]C(O)=O)=[CH:24][CH:23]=2)=[O:19])=[O:10].CCN=C=N[CH2:39][CH2:40][CH2:41][N:42]([CH3:44])C.Cl.C(N(CC)CC)C.C1[CH:54]=[CH:55][C:56]2N(O)N=N[C:57]=2[CH:58]=1.[CH:63]1([O:68][C:69](=[O:79])[C@H](CC2C=CC=CC=2)N)[CH2:67][CH2:66][CH2:65][CH2:64]1.CC1C=CC(S(O)(=O)=[O:88])=CC=1, predict the reaction product. The product is: [CH:63]1([O:68][C:69](=[O:79])[C@@H:41]([NH:42][C:44](=[O:88])[CH2:30][CH2:29][C:25]2[CH:26]=[C:27]3[C:22](=[CH:23][CH:24]=2)[NH:21][C:20]([C:18](=[O:19])[NH:17][CH2:16][CH2:15][CH2:14][CH2:13][CH2:12][CH2:11][C:9](=[O:10])[NH:8][O:7][CH:2]2[CH2:3][CH2:4][CH2:5][CH2:6][O:1]2)=[CH:28]3)[CH2:40][C:39]2[CH:54]=[CH:55][CH:56]=[CH:57][CH:58]=2)[CH2:67][CH2:66][CH2:65][CH2:64]1. (5) Given the reactants [Br:1][C:2]1[CH:10]=[C:9]2[C:5]([CH:6]=[N:7][NH:8]2)=[CH:4][CH:3]=1.[Cl:11]N1C(=O)CCC1=O, predict the reaction product. The product is: [Br:1][C:2]1[CH:10]=[C:9]2[C:5]([C:6]([Cl:11])=[N:7][NH:8]2)=[CH:4][CH:3]=1.